This data is from Reaction yield outcomes from USPTO patents with 853,638 reactions. The task is: Predict the reaction yield, written as a fraction of the theoretical maximum amount of product (1.0 means a 100% yield; for example, 0.34 means a 34% yield). The product is [O:1]=[C:2]1[C:10]2[C:5](=[CH:6][CH:7]=[CH:8][CH:9]=2)[C:4](=[O:11])[N:3]1[CH2:12][C:13]1[CH:35]=[CH:34][C:16]2[N:17]=[C:18]([CH2:20][C:21]3[N:25]([CH3:26])[C:24]4[CH:27]=[CH:28][C:29]([C:31]([NH:48][CH2:49][CH2:50][CH2:51][NH2:52])=[O:33])=[CH:30][C:23]=4[N:22]=3)[NH:19][C:15]=2[CH:14]=1. The catalyst is C(Cl)Cl.CN(C=O)C. The reactants are [O:1]=[C:2]1[C:10]2[C:5](=[CH:6][CH:7]=[CH:8][CH:9]=2)[C:4](=[O:11])[N:3]1[CH2:12][C:13]1[CH:35]=[CH:34][C:16]2[NH:17][C:18]([CH2:20][C:21]3[N:25]([CH3:26])[C:24]4[CH:27]=[CH:28][C:29]([C:31]([OH:33])=O)=[CH:30][C:23]=4[N:22]=3)=[N:19][C:15]=2[CH:14]=1.ON1C2C=CC=CC=2N=N1.Cl.C[N:48](C)[CH2:49][CH2:50][CH2:51][N:52]=C=NCC.NCCCN.CN1CCOCC1. The yield is 0.280.